Dataset: NCI-60 drug combinations with 297,098 pairs across 59 cell lines. Task: Regression. Given two drug SMILES strings and cell line genomic features, predict the synergy score measuring deviation from expected non-interaction effect. (1) Drug 1: COC1=CC(=CC(=C1O)OC)C2C3C(COC3=O)C(C4=CC5=C(C=C24)OCO5)OC6C(C(C7C(O6)COC(O7)C8=CC=CS8)O)O. Synergy scores: CSS=37.1, Synergy_ZIP=-2.32, Synergy_Bliss=-2.29, Synergy_Loewe=-0.970, Synergy_HSA=2.12. Drug 2: CC(C1=C(C=CC(=C1Cl)F)Cl)OC2=C(N=CC(=C2)C3=CN(N=C3)C4CCNCC4)N. Cell line: KM12. (2) Drug 1: C1CCN(CC1)CCOC2=CC=C(C=C2)C(=O)C3=C(SC4=C3C=CC(=C4)O)C5=CC=C(C=C5)O. Drug 2: CC=C1C(=O)NC(C(=O)OC2CC(=O)NC(C(=O)NC(CSSCCC=C2)C(=O)N1)C(C)C)C(C)C. Cell line: UO-31. Synergy scores: CSS=5.67, Synergy_ZIP=3.46, Synergy_Bliss=2.24, Synergy_Loewe=3.35, Synergy_HSA=4.02. (3) Drug 1: CCCCC(=O)OCC(=O)C1(CC(C2=C(C1)C(=C3C(=C2O)C(=O)C4=C(C3=O)C=CC=C4OC)O)OC5CC(C(C(O5)C)O)NC(=O)C(F)(F)F)O. Drug 2: CCN(CC)CCCC(C)NC1=C2C=C(C=CC2=NC3=C1C=CC(=C3)Cl)OC. Cell line: 786-0. Synergy scores: CSS=64.6, Synergy_ZIP=-5.53, Synergy_Bliss=-1.08, Synergy_Loewe=-1.74, Synergy_HSA=0.515. (4) Drug 1: C1CCC(C1)C(CC#N)N2C=C(C=N2)C3=C4C=CNC4=NC=N3. Drug 2: CS(=O)(=O)C1=CC(=C(C=C1)C(=O)NC2=CC(=C(C=C2)Cl)C3=CC=CC=N3)Cl. Cell line: K-562. Synergy scores: CSS=12.0, Synergy_ZIP=-4.52, Synergy_Bliss=-2.47, Synergy_Loewe=-4.48, Synergy_HSA=-4.08. (5) Drug 1: CS(=O)(=O)C1=CC(=C(C=C1)C(=O)NC2=CC(=C(C=C2)Cl)C3=CC=CC=N3)Cl. Drug 2: CC1C(C(CC(O1)OC2CC(OC(C2O)C)OC3=CC4=CC5=C(C(=O)C(C(C5)C(C(=O)C(C(C)O)O)OC)OC6CC(C(C(O6)C)O)OC7CC(C(C(O7)C)O)OC8CC(C(C(O8)C)O)(C)O)C(=C4C(=C3C)O)O)O)O. Cell line: SK-MEL-2. Synergy scores: CSS=62.5, Synergy_ZIP=36.4, Synergy_Bliss=35.6, Synergy_Loewe=29.2, Synergy_HSA=30.6. (6) Drug 1: CCN(CC)CCNC(=O)C1=C(NC(=C1C)C=C2C3=C(C=CC(=C3)F)NC2=O)C. Drug 2: C1=CC=C(C(=C1)C(C2=CC=C(C=C2)Cl)C(Cl)Cl)Cl. Cell line: UACC-257. Synergy scores: CSS=6.53, Synergy_ZIP=-2.60, Synergy_Bliss=0.784, Synergy_Loewe=-2.64, Synergy_HSA=1.14.